From a dataset of TCR-epitope binding with 47,182 pairs between 192 epitopes and 23,139 TCRs. Binary Classification. Given a T-cell receptor sequence (or CDR3 region) and an epitope sequence, predict whether binding occurs between them. (1) The epitope is TLVPQEHYV. The TCR CDR3 sequence is CASSRRTSGGADTQYF. Result: 0 (the TCR does not bind to the epitope). (2) The epitope is SEETGTLIV. The TCR CDR3 sequence is CASSPTSGSSYEQYF. Result: 1 (the TCR binds to the epitope). (3) The epitope is YLDAYNMMI. The TCR CDR3 sequence is CASSLWDNEKLFF. Result: 0 (the TCR does not bind to the epitope). (4) The epitope is GTITVEELK. The TCR CDR3 sequence is CASSVTSGSYNEQFF. Result: 0 (the TCR does not bind to the epitope). (5) The epitope is KLWAQCVQL. The TCR CDR3 sequence is CASSHGTVSTDTQYF. Result: 1 (the TCR binds to the epitope). (6) Result: 0 (the TCR does not bind to the epitope). The epitope is FVRATATIPI. The TCR CDR3 sequence is CASSLPGLAYNEQFF. (7) The epitope is FLNGSCGSV. The TCR CDR3 sequence is CASSQDPGYEQYF. Result: 1 (the TCR binds to the epitope). (8) The epitope is ILGLPTQTV. The TCR CDR3 sequence is CSVGAGLTWANYGYTF. Result: 0 (the TCR does not bind to the epitope).